From a dataset of Forward reaction prediction with 1.9M reactions from USPTO patents (1976-2016). Predict the product of the given reaction. (1) Given the reactants [Cl:1][C:2]1[CH:12]=[CH:11][C:5]2[CH2:6][CH2:7][NH:8][CH2:9][CH2:10][C:4]=2[C:3]=1[NH:13][CH2:14][C:15]1[CH:20]=[CH:19][C:18]([C:21]2[N:22]=[C:23]([NH:26][C:27]([CH:29]3[CH2:31][CH2:30]3)=[O:28])[S:24][CH:25]=2)=[CH:17][CH:16]=1.ClCCl.[C:35]([OH:42])(=[O:41])[CH2:36][CH2:37][C:38]([OH:40])=[O:39], predict the reaction product. The product is: [C:35]([OH:42])(=[O:41])[CH2:36][CH2:37][C:38]([OH:40])=[O:39].[Cl:1][C:2]1[CH:12]=[CH:11][C:5]2[CH2:6][CH2:7][NH:8][CH2:9][CH2:10][C:4]=2[C:3]=1[NH:13][CH2:14][C:15]1[CH:16]=[CH:17][C:18]([C:21]2[N:22]=[C:23]([NH:26][C:27]([CH:29]3[CH2:31][CH2:30]3)=[O:28])[S:24][CH:25]=2)=[CH:19][CH:20]=1. (2) The product is: [CH3:18][O:17][C:14]1[CH:13]=[CH:12][C:11]([NH:10][C:3]2[C:2]([F:20])=[C:26]([C:25]3[CH:28]=[CH:29][C:22]([Cl:21])=[CH:23][CH:24]=3)[N:27]=[C:5]([C:6]([O:8][CH3:9])=[O:7])[CH:4]=2)=[CH:16][CH:15]=1. Given the reactants F[C:2]([F:20])(F)[C:3](=[N:10][C:11]1[CH:16]=[CH:15][C:14]([O:17][CH3:18])=[CH:13][CH:12]=1)[C:4]#[C:5][C:6]([O:8][CH3:9])=[O:7].[Cl:21][C:22]1[CH:29]=[CH:28][C:25]([CH2:26][NH2:27])=[CH:24][CH:23]=1.C(=O)([O-])[O-].[Cs+].[Cs+].O, predict the reaction product. (3) Given the reactants [Br:1]N1C(=O)CCC1=O.[S:9]1[C:13]2[C:14]3[CH:22]=[N:21][CH:20]=[CH:19][C:15]=3[O:16][CH2:17][CH2:18][C:12]=2[CH:11]=[CH:10]1.O, predict the reaction product. The product is: [Br:1][C:10]1[S:9][C:13]2[C:14]3[CH:22]=[N:21][CH:20]=[CH:19][C:15]=3[O:16][CH2:17][CH2:18][C:12]=2[CH:11]=1. (4) Given the reactants [CH3:1][O:2][CH2:3][C@@H:4]1[CH2:8][CH2:7][CH2:6][NH:5]1.Br[CH2:10][C:11]1[CH:16]=[CH:15][C:14]([CH2:17][C:18]#[N:19])=[CH:13][CH:12]=1, predict the reaction product. The product is: [CH3:1][O:2][CH2:3][C@@H:4]1[CH2:8][CH2:7][CH2:6][N:5]1[CH2:10][C:11]1[CH:16]=[CH:15][C:14]([CH2:17][C:18]#[N:19])=[CH:13][CH:12]=1. (5) Given the reactants Br[C:2]1[C:3]([F:28])=[C:4]([N:8]2[CH:13]=[C:12]([O:14][CH3:15])[C:11](=[O:16])[C:10]([C:17]3[N:21]([C:22]4[CH:27]=[CH:26][CH:25]=[CH:24][CH:23]=4)[N:20]=[CH:19][CH:18]=3)=[N:9]2)[CH:5]=[CH:6][CH:7]=1.CC1(C)C(C)(C)OB([C:37]2[CH2:38][CH2:39][O:40][CH2:41][CH:42]=2)O1.C([O-])([O-])=O.[Na+].[Na+], predict the reaction product. The product is: [O:40]1[CH2:39][CH:38]=[C:37]([C:2]2[C:3]([F:28])=[C:4]([N:8]3[CH:13]=[C:12]([O:14][CH3:15])[C:11](=[O:16])[C:10]([C:17]4[N:21]([C:22]5[CH:27]=[CH:26][CH:25]=[CH:24][CH:23]=5)[N:20]=[CH:19][CH:18]=4)=[N:9]3)[CH:5]=[CH:6][CH:7]=2)[CH2:42][CH2:41]1.